Predict the reaction yield, written as a fraction of the theoretical maximum amount of product (1.0 means a 100% yield; for example, 0.34 means a 34% yield). From a dataset of Reaction yield outcomes from USPTO patents with 853,638 reactions. (1) The reactants are [NH2:1][C:2]1[N:23]=[C:22](Cl)[CH:21]=[CH:20][C:3]=1[C:4]([NH:6][CH2:7][C:8]1[S:9][C:10]([O:13][C:14]2[CH:19]=[CH:18][CH:17]=[CH:16][CH:15]=2)=[CH:11][CH:12]=1)=[O:5].C1C=CC([CH2:31][C:32]([NH:34]CN[C@H](C(O)=O)CC2C=CC([N+]([O-])=O)=CC=2)=O)=CC=1.C(N)C. The catalyst is CS(C)=O.C(N(CC)C(C)C)(C)C.[Cl-].[Na+].O. The product is [NH2:1][C:2]1[N:23]=[C:22]([NH:34][CH2:32][CH3:31])[CH:21]=[CH:20][C:3]=1[C:4]([NH:6][CH2:7][C:8]1[S:9][C:10]([O:13][C:14]2[CH:19]=[CH:18][CH:17]=[CH:16][CH:15]=2)=[CH:11][CH:12]=1)=[O:5]. The yield is 0.570. (2) The reactants are [C:1]([O:5][C:6]([NH:8][C@H:9]1[CH2:14][CH2:13][CH2:12][CH2:11][C@H:10]1[NH:15][C:16]1[N:21]=[C:20](Cl)[C:19]2[C:23](=[O:33])[N:24]([C:26]([O:28][C:29]([CH3:32])([CH3:31])[CH3:30])=[O:27])[CH2:25][C:18]=2[C:17]=1[F:34])=[O:7])([CH3:4])([CH3:3])[CH3:2].[CH3:35][N:36]1[CH:40]=[C:39](B2OC(C)(C)C(C)(C)O2)[CH:38]=[N:37]1.C(=O)([O-])[O-].[K+].[K+].CC(N(C)C)=O. The catalyst is O. The product is [C:1]([O:5][C:6]([NH:8][C@H:9]1[CH2:14][CH2:13][CH2:12][CH2:11][C@H:10]1[NH:15][C:16]1[N:21]=[C:20]([C:39]2[CH:38]=[N:37][N:36]([CH3:35])[CH:40]=2)[C:19]2[C:23](=[O:33])[N:24]([C:26]([O:28][C:29]([CH3:32])([CH3:31])[CH3:30])=[O:27])[CH2:25][C:18]=2[C:17]=1[F:34])=[O:7])([CH3:4])([CH3:3])[CH3:2]. The yield is 0.620. (3) The reactants are [C:1]([O:5][C:6]([NH:8][CH:9]([CH3:16])[CH2:10]OS(C)(=O)=O)=[O:7])([CH3:4])([CH3:3])[CH3:2].[NH:17]1[CH2:22][CH2:21][O:20][CH2:19][CH2:18]1.C([O-])([O-])=O.[K+].[K+]. The catalyst is CC#N. The product is [C:1]([O:5][C:6](=[O:7])[NH:8][CH:9]([CH3:16])[CH2:10][N:17]1[CH2:22][CH2:21][O:20][CH2:19][CH2:18]1)([CH3:4])([CH3:3])[CH3:2]. The yield is 0.620.